Dataset: Full USPTO retrosynthesis dataset with 1.9M reactions from patents (1976-2016). Task: Predict the reactants needed to synthesize the given product. (1) Given the product [O:3]1[C:8]2=[CH:9][CH:10]=[CH:11][C:7]2=[CH:6][C:5]([CH:12]2[CH2:17][CH2:16][CH2:15][CH2:14][N:13]2[CH2:18][CH2:19][C@H:20]2[CH2:21][CH2:22][C@H:23]([NH:26][C:33]([C:30]3[CH:31]=[CH:32][C:27]([C:36]4[CH:37]=[CH:38][CH:39]=[CH:40][CH:41]=4)=[CH:28][CH:29]=3)=[O:34])[CH2:24][CH2:25]2)=[CH:4]1, predict the reactants needed to synthesize it. The reactants are: Cl.Cl.[O:3]1[C:8]2=[CH:9][CH:10]=[CH:11][C:7]2=[CH:6][C:5]([CH:12]2[CH2:17][CH2:16][CH2:15][CH2:14][N:13]2[CH2:18][CH2:19][C@H:20]2[CH2:25][CH2:24][C@H:23]([NH2:26])[CH2:22][CH2:21]2)=[CH:4]1.[C:27]1([C:36]2[CH:41]=[CH:40][CH:39]=[CH:38][CH:37]=2)[CH:32]=[CH:31][C:30]([C:33](O)=[O:34])=[CH:29][CH:28]=1. (2) Given the product [Cl:18][C:19]1[N:20]=[C:21]([N:9]2[CH2:8][CH2:7][N:6]([C:11]([O:13][C:14]([CH3:15])([CH3:17])[CH3:16])=[O:12])[C@H:5]([CH2:1][CH:2]([CH3:4])[CH3:3])[CH2:10]2)[C:22]([F:27])=[CH:23][C:24]=1[C:25]#[N:26], predict the reactants needed to synthesize it. The reactants are: [CH2:1]([C@@H:5]1[CH2:10][NH:9][CH2:8][CH2:7][N:6]1[C:11]([O:13][C:14]([CH3:17])([CH3:16])[CH3:15])=[O:12])[CH:2]([CH3:4])[CH3:3].[Cl:18][C:19]1[C:24]([C:25]#[N:26])=[CH:23][C:22]([F:27])=[C:21](Cl)[N:20]=1.CCN(C(C)C)C(C)C.